From a dataset of Full USPTO retrosynthesis dataset with 1.9M reactions from patents (1976-2016). Predict the reactants needed to synthesize the given product. Given the product [F:1][C:2]1[CH:7]=[CH:6][CH:5]=[C:4]([F:8])[C:3]=1[C:9]1[CH:10]=[C:11]2[C:15](=[CH:16][CH:17]=1)[NH:14][N:13]=[C:12]2[C:24]1[CH:25]=[C:26]([N:30]2[CH2:35][CH2:34][CH:33]([NH2:36])[CH2:32][CH2:31]2)[CH:27]=[N:28][CH:29]=1, predict the reactants needed to synthesize it. The reactants are: [F:1][C:2]1[CH:7]=[CH:6][CH:5]=[C:4]([F:8])[C:3]=1[C:9]1[CH:10]=[C:11]2[C:15](=[CH:16][CH:17]=1)[N:14](C1CCCCO1)[N:13]=[C:12]2[C:24]1[CH:25]=[C:26]([N:30]2[CH2:35][CH2:34][CH:33]([NH:36]C(=O)OC(C)(C)C)[CH2:32][CH2:31]2)[CH:27]=[N:28][CH:29]=1.Cl.